This data is from Kir2.1 potassium channel HTS with 301,493 compounds. The task is: Binary Classification. Given a drug SMILES string, predict its activity (active/inactive) in a high-throughput screening assay against a specified biological target. (1) The compound is O=C(Nc1c(n(n(c1=O)c1ccccc1)C)C)C12CC3(NC(=O)C)CC(C1)CC(C2)C3. The result is 0 (inactive). (2) The drug is O(c1cc2c([nH]c(c3ccc(cc3)C)cc2=O)cc1)C. The result is 0 (inactive). (3) The drug is S=C(N1CCCC1)Nc1cc(OC)c(OC)cc1. The result is 0 (inactive).